From a dataset of Reaction yield outcomes from USPTO patents with 853,638 reactions. Predict the reaction yield, written as a fraction of the theoretical maximum amount of product (1.0 means a 100% yield; for example, 0.34 means a 34% yield). The reactants are Cl[C@H:2]1[C@@H:6](Cl)[CH2:5][S:4](=[O:9])(=[O:8])[CH2:3]1.[CH2:10]([NH2:13])[CH2:11][NH2:12]. The catalyst is O1CCOCC1. The product is [NH:12]1[CH2:11][CH2:10][NH:13][CH:2]2[CH2:3][S:4](=[O:9])(=[O:8])[CH2:5][CH:6]12. The yield is 0.590.